From a dataset of Reaction yield outcomes from USPTO patents with 853,638 reactions. Predict the reaction yield, written as a fraction of the theoretical maximum amount of product (1.0 means a 100% yield; for example, 0.34 means a 34% yield). (1) The reactants are [NH2:1][C:2]1[S:6][C:5]2[CH2:7][CH2:8][CH2:9][CH2:10][C:4]=2[C:3]=1[C:11]([O:13]CC)=O.[CH2:16]([O:18][C:19](=[O:26])[CH:20]=[C:21](OCC)[CH3:22])[CH3:17].O.C1(C)C=CC(S(O)(=O)=O)=CC=1.[O-]CC.[Na+]. The catalyst is C1(C)C(C)=CC=CC=1.C(O)C.O. The product is [CH2:16]([O:18][C:19]([C:20]1[C:11]([OH:13])=[C:3]2[C:4]3[CH2:10][CH2:9][CH2:8][CH2:7][C:5]=3[S:6][C:2]2=[N:1][C:21]=1[CH3:22])=[O:26])[CH3:17]. The yield is 0.580. (2) The yield is 0.560. The catalyst is CN(C=O)C. The product is [O:24]=[C:23]1[CH:22]([N:21]2[C:15](=[O:16])[C:10]3[C:11](=[CH:17][CH:18]=[CH:19][C:9]=3[OH:8])[C:12]2=[O:14])[CH2:28][CH2:27][C:26](=[O:29])[NH:25]1. The reactants are C(N(CC)CC)C.[OH:8][C:9]1[CH:19]=[CH:18][CH:17]=[C:11]2[C:12]([O:14][C:15](=[O:16])[C:10]=12)=O.Cl.[NH2:21][CH:22]1[CH2:28][CH2:27][C:26](=[O:29])[NH:25][C:23]1=[O:24]. (3) The reactants are [CH3:1][C@@H:2]1[CH2:7][NH:6][CH2:5][CH2:4][NH:3]1.Br[C:9]1[CH:14]=[CH:13][C:12]([F:15])=[CH:11][C:10]=1[C:16]([F:19])([F:18])[F:17].CC([O-])(C)C.[Na+]. The catalyst is C1C=CC(/C=C/C(/C=C/C2C=CC=CC=2)=O)=CC=1.C1C=CC(/C=C/C(/C=C/C2C=CC=CC=2)=O)=CC=1.C1C=CC(/C=C/C(/C=C/C2C=CC=CC=2)=O)=CC=1.[Pd].[Pd].C1C=CC(P(C2C(C3C(P(C4C=CC=CC=4)C4C=CC=CC=4)=CC=C4C=3C=CC=C4)=C3C(C=CC=C3)=CC=2)C2C=CC=CC=2)=CC=1. The product is [F:15][C:12]1[CH:13]=[CH:14][C:9]([N:6]2[CH2:5][CH2:4][NH:3][C@H:2]([CH3:1])[CH2:7]2)=[C:10]([C:16]([F:17])([F:18])[F:19])[CH:11]=1. The yield is 0.820. (4) The reactants are Br[CH2:2][C:3]1[CH:4]=[CH:5][C:6]2[N:7]([N:9]=[C:10]([C:24]3[CH:29]=[CH:28][C:27]([F:30])=[CH:26][CH:25]=3)[C:11]=2[C:12]2[CH:17]=[CH:16][N:15]=[C:14]([NH:18][CH:19]3[CH2:23][CH2:22][CH2:21][CH2:20]3)[N:13]=2)[CH:8]=1.[CH:31]1([NH2:36])[CH2:35][CH2:34][CH2:33][CH2:32]1. The catalyst is O1CCCC1.C(OCC)(=O)C. The product is [CH:19]1([NH:18][C:14]2[N:13]=[C:12]([C:11]3[C:10]([C:24]4[CH:29]=[CH:28][C:27]([F:30])=[CH:26][CH:25]=4)=[N:9][N:7]4[CH:8]=[C:3]([CH2:2][NH:36][CH:31]5[CH2:35][CH2:34][CH2:33][CH2:32]5)[CH:4]=[CH:5][C:6]=34)[CH:17]=[CH:16][N:15]=2)[CH2:23][CH2:22][CH2:21][CH2:20]1. The yield is 0.200. (5) The reactants are Br[C:2]1[N:6]2[N:7]=[C:8]([Cl:18])[CH:9]=[C:10]([C:11]3[CH:12]=[N:13][CH:14]=[CH:15][C:16]=3[CH3:17])[C:5]2=[N:4][CH:3]=1.[C:19]1(B(O)O)[CH:24]=[CH:23][CH:22]=[CH:21][CH:20]=1.[O-]P([O-])([O-])=O.[K+].[K+].[K+]. The catalyst is C1C=CC([P]([Pd]([P](C2C=CC=CC=2)(C2C=CC=CC=2)C2C=CC=CC=2)([P](C2C=CC=CC=2)(C2C=CC=CC=2)C2C=CC=CC=2)[P](C2C=CC=CC=2)(C2C=CC=CC=2)C2C=CC=CC=2)(C2C=CC=CC=2)C2C=CC=CC=2)=CC=1.O1CCOCC1. The product is [Cl:18][C:8]1[CH:9]=[C:10]([C:11]2[CH:12]=[N:13][CH:14]=[CH:15][C:16]=2[CH3:17])[C:5]2[N:6]([C:2]([C:19]3[CH:24]=[CH:23][CH:22]=[CH:21][CH:20]=3)=[CH:3][N:4]=2)[N:7]=1. The yield is 0.443. (6) The reactants are [CH3:1][C:2]1[N:6]([CH2:7][C:8]2[C:17]3[C:12](=[CH:13][CH:14]=[CH:15][CH:16]=3)[CH:11]=[CH:10][CH:9]=2)[C:5]2[CH:18]=[C:19]([N:23]3[CH2:28][CH2:27][O:26][CH2:25][CH2:24]3)[CH:20]=[C:21]([NH2:22])[C:4]=2[N:3]=1.CCN(CC)CC.[CH3:36][S:37](Cl)(=[O:39])=[O:38]. The catalyst is C(Cl)Cl. The product is [CH3:1][C:2]1[N:6]([CH2:7][C:8]2[C:17]3[C:12](=[CH:13][CH:14]=[CH:15][CH:16]=3)[CH:11]=[CH:10][CH:9]=2)[C:5]2[CH:18]=[C:19]([N:23]3[CH2:28][CH2:27][O:26][CH2:25][CH2:24]3)[CH:20]=[C:21]([NH:22][S:37]([CH3:36])(=[O:39])=[O:38])[C:4]=2[N:3]=1. The yield is 0.800. (7) The reactants are [CH3:1][C:2]1[O:6][C:5]([C:7]2[CH:16]=[CH:15][C:10]([C:11]([O:13]C)=[O:12])=[CH:9][CH:8]=2)=[N:4][C:3]=1[CH2:17][S:18]([C:21]1[CH:26]=[CH:25][C:24]([CH2:27][N:28]2[CH2:33][CH2:32][CH2:31][CH2:30][CH2:29]2)=[CH:23][CH:22]=1)(=[O:20])=[O:19].[ClH:34]. No catalyst specified. The product is [ClH:34].[CH3:1][C:2]1[O:6][C:5]([C:7]2[CH:16]=[CH:15][C:10]([C:11]([OH:13])=[O:12])=[CH:9][CH:8]=2)=[N:4][C:3]=1[CH2:17][S:18]([C:21]1[CH:26]=[CH:25][C:24]([CH2:27][N:28]2[CH2:33][CH2:32][CH2:31][CH2:30][CH2:29]2)=[CH:23][CH:22]=1)(=[O:19])=[O:20]. The yield is 0.680. (8) The reactants are C([N:5]1[C:10](=[O:11])[C:9]([Cl:12])=[C:8]([O:13][CH2:14][C:15]2[CH:20]=[CH:19][C:18]([CH2:21][CH2:22][CH2:23][CH2:24][OH:25])=[CH:17][CH:16]=2)[CH:7]=[N:6]1)(C)(C)C.[C:26]1([CH3:36])[CH:31]=[CH:30][C:29]([S:32](Cl)(=[O:34])=[O:33])=[CH:28][CH:27]=1.C(N([CH:43]([CH3:45])[CH3:44])CC)(C)C.Cl[CH2:47]Cl. The catalyst is CN(C)C1C=CN=CC=1.C(OCC)(=O)C.CCCCC.C(OCC)(=O)C. The product is [C:43]([CH:14]([O:13][C:8]1[CH:7]=[N:6][NH:5][C:10](=[O:11])[C:9]=1[Cl:12])[C:15]1[CH:16]=[CH:17][C:18]([CH2:21][CH2:22][CH2:23][CH2:24][O:25][S:32]([C:29]2[CH:30]=[CH:31][C:26]([CH3:36])=[CH:27][CH:28]=2)(=[O:34])=[O:33])=[CH:19][CH:20]=1)([CH3:45])([CH3:47])[CH3:44]. The yield is 0.690. (9) The reactants are [Cl-].O[NH3+:3].[C:4](=[O:7])([O-])[OH:5].[Na+].CS(C)=O.[CH3:13][C:14]1[N:15]([C:39]2[CH:44]=[CH:43][C:42]([S:45][CH3:46])=[CH:41][CH:40]=2)[C:16](=[O:38])[C:17]([CH2:23][C:24]2[CH:29]=[CH:28][C:27]([C:30]3[C:31]([C:36]#[N:37])=[CH:32][CH:33]=[CH:34][CH:35]=3)=[CH:26][CH:25]=2)=[C:18]([CH2:20][CH2:21][CH3:22])[N:19]=1. The catalyst is O.C(OCC)(=O)C. The product is [CH3:13][C:14]1[N:15]([C:39]2[CH:44]=[CH:43][C:42]([S:45][CH3:46])=[CH:41][CH:40]=2)[C:16](=[O:38])[C:17]([CH2:23][C:24]2[CH:25]=[CH:26][C:27]([C:30]3[CH:35]=[CH:34][CH:33]=[CH:32][C:31]=3[C:36]3[NH:3][C:4](=[O:7])[O:5][N:37]=3)=[CH:28][CH:29]=2)=[C:18]([CH2:20][CH2:21][CH3:22])[N:19]=1. The yield is 0.640.